Dataset: Reaction yield outcomes from USPTO patents with 853,638 reactions. Task: Predict the reaction yield, written as a fraction of the theoretical maximum amount of product (1.0 means a 100% yield; for example, 0.34 means a 34% yield). The reactants are [Cl:1][C:2]1[C:3]2[CH:18]=[CH:17][NH:16][C:4]=2[N:5]=[C:6]([S:8][C:9]2[CH:14]=[CH:13][C:12]([F:15])=[CH:11][CH:10]=2)[N:7]=1.[H-].[Na+].Br[CH:22]([CH3:24])[CH3:23].[I-].[Na+]. The catalyst is CN(C=O)C.O. The product is [Cl:1][C:2]1[C:3]2[CH:18]=[CH:17][N:16]([CH:22]([CH3:24])[CH3:23])[C:4]=2[N:5]=[C:6]([S:8][C:9]2[CH:10]=[CH:11][C:12]([F:15])=[CH:13][CH:14]=2)[N:7]=1. The yield is 0.580.